Dataset: Forward reaction prediction with 1.9M reactions from USPTO patents (1976-2016). Task: Predict the product of the given reaction. Given the reactants Br[C:2]1[CH:3]=[CH:4][CH:5]=[C:6]2[C:11]=1[N:10]=[CH:9][CH:8]=[CH:7]2.C([Li])CCC.[CH3:17][C:18]1[C:19](=O)[CH2:20][CH2:21][C:22]=1[O:23][Si](C)(C)C.Cl.N, predict the reaction product. The product is: [CH3:17][C:18]1[C:22](=[O:23])[CH2:21][CH2:20][C:19]=1[C:2]1[CH:3]=[CH:4][CH:5]=[C:6]2[C:11]=1[N:10]=[CH:9][CH:8]=[CH:7]2.